From a dataset of Full USPTO retrosynthesis dataset with 1.9M reactions from patents (1976-2016). Predict the reactants needed to synthesize the given product. (1) Given the product [C:16]1([S:22]([N:7]2[C:8]3[C:4](=[C:3]([O:2][CH3:1])[C:11]([O:12][CH3:13])=[CH:10][CH:9]=3)[CH:5]=[CH:6]2)(=[O:24])=[O:23])[CH:21]=[CH:20][CH:19]=[CH:18][CH:17]=1, predict the reactants needed to synthesize it. The reactants are: [CH3:1][O:2][C:3]1[C:11]([O:12][CH3:13])=[CH:10][CH:9]=[C:8]2[C:4]=1[CH:5]=[CH:6][NH:7]2.[H-].[Na+].[C:16]1([S:22](Cl)(=[O:24])=[O:23])[CH:21]=[CH:20][CH:19]=[CH:18][CH:17]=1. (2) Given the product [O:17]=[C:9]1[N:8]([C:19]2[CH:37]=[CH:36][C:22]([C:23]([NH:25][C:26]3[CH:27]=[CH:28][CH:29]=[C:30]4[C:35]=3[N:34]=[CH:33][CH:32]=[CH:31]4)=[O:24])=[CH:21][CH:20]=2)[CH:7]([C:1]2[CH:2]=[CH:3][CH:4]=[CH:5][CH:6]=2)[C:11]2([CH2:16][CH2:15][CH2:14][CH2:13][CH2:12]2)[O:10]1, predict the reactants needed to synthesize it. The reactants are: [C:1]1([CH:7]2[C:11]3([CH2:16][CH2:15][CH2:14][CH2:13][CH2:12]3)[O:10][C:9](=[O:17])[NH:8]2)[CH:6]=[CH:5][CH:4]=[CH:3][CH:2]=1.I[C:19]1[CH:37]=[CH:36][C:22]([C:23]([NH:25][C:26]2[CH:27]=[CH:28][CH:29]=[C:30]3[C:35]=2[N:34]=[CH:33][CH:32]=[CH:31]3)=[O:24])=[CH:21][CH:20]=1.C(=O)([O-])[O-].[K+].[K+].CO.